Dataset: Forward reaction prediction with 1.9M reactions from USPTO patents (1976-2016). Task: Predict the product of the given reaction. (1) Given the reactants [Cl:1][C:2]1[C:7]([CH2:8][C:9]([O:11]CC)=O)=[CH:6][CH:5]=[CH:4][N:3]=1.O.[NH2:15][NH2:16], predict the reaction product. The product is: [Cl:1][C:2]1[C:7]([CH2:8][C:9]([NH:15][NH2:16])=[O:11])=[CH:6][CH:5]=[CH:4][N:3]=1. (2) Given the reactants [C:1]([O:9][CH:10]([C@@H:12]1[CH2:16][C@H:15](OS(C(F)(F)F)(=O)=O)[CH:14]([O:25][CH3:26])[O:13]1)[CH3:11])(=[O:8])[C:2]1[CH:7]=[CH:6][CH:5]=[CH:4][CH:3]=1.[N-:27]=[N+:28]=[N-:29].[Na+], predict the reaction product. The product is: [C:1]([O:9][CH:10]([C@@H:12]1[CH2:16][C@@H:15]([N:27]=[N+:28]=[N-:29])[CH:14]([O:25][CH3:26])[O:13]1)[CH3:11])(=[O:8])[C:2]1[CH:7]=[CH:6][CH:5]=[CH:4][CH:3]=1. (3) Given the reactants FC1C=CN=C(NC(=O)C2C=CC(B3OC(C)(C)C(C)(C)O3)=CC=2)C=1.[F:26][C:27]1[CH:35]=[C:34]([B:36]2[O:40][C:39]([CH3:42])([CH3:41])[C:38]([CH3:44])([CH3:43])[O:37]2)[CH:33]=[CH:32][C:28]=1[C:29]([OH:31])=O.[CH2:45]([C:48]1[CH:53]=[CH:52][N:51]=[C:50]([NH2:54])[CH:49]=1)[CH2:46][CH3:47], predict the reaction product. The product is: [F:26][C:27]1[CH:35]=[C:34]([B:36]2[O:40][C:39]([CH3:42])([CH3:41])[C:38]([CH3:44])([CH3:43])[O:37]2)[CH:33]=[CH:32][C:28]=1[C:29]([NH:54][C:50]1[CH:49]=[C:48]([CH2:45][CH2:46][CH3:47])[CH:53]=[CH:52][N:51]=1)=[O:31]. (4) Given the reactants C(OC([N:8]1[CH2:11][CH2:10][C@H:9]1[CH2:12][O:13][C:14]1[CH:15]=[C:16]([CH2:20][CH2:21][C:22]2[CH:23]=[C:24]([CH2:28][OH:29])[CH:25]=[CH:26][CH:27]=2)[CH:17]=[N:18][CH:19]=1)=O)(C)(C)C.C(Cl)[Cl:31], predict the reaction product. The product is: [ClH:31].[NH:8]1[CH2:11][CH2:10][C@H:9]1[CH2:12][O:13][C:14]1[CH:15]=[C:16]([CH2:20][CH2:21][C:22]2[CH:23]=[C:24]([CH2:28][OH:29])[CH:25]=[CH:26][CH:27]=2)[CH:17]=[N:18][CH:19]=1. (5) Given the reactants N[C:2]([C:5]1[N:10]=[C:9]([C:11]([NH:13][CH2:14][C:15]2[CH:20]=[CH:19][C:18]([F:21])=[CH:17][C:16]=2[S:22]([CH3:25])(=[O:24])=[O:23])=[O:12])[C:8]([OH:26])=[C:7]([OH:27])[N:6]=1)([CH3:4])[CH3:3].[CH2:28]=O.[C:30]([BH3-])#[N:31].[Na+], predict the reaction product. The product is: [F:21][C:18]1[CH:19]=[CH:20][C:15]([CH2:14][NH:13][C:11]([C:9]2[N:10]=[C:5]3[C:2]([CH3:3])([CH3:4])[N:31]([CH3:30])[CH2:28][N:6]3[C:7](=[O:27])[C:8]=2[OH:26])=[O:12])=[C:16]([S:22]([CH3:25])(=[O:23])=[O:24])[CH:17]=1. (6) Given the reactants [OH-].[Na+].[F:3][C:4]1[CH:5]=[C:6]([C:10]2[N:15]=[CH:14][C:13]([C:16]([NH:18][C@@H:19]3[CH2:24][CH2:23][C@H:22]([C:25]([O:27]C)=[O:26])[CH2:21][CH2:20]3)=[O:17])=[CH:12][CH:11]=2)[CH:7]=[CH:8][CH:9]=1, predict the reaction product. The product is: [F:3][C:4]1[CH:5]=[C:6]([C:10]2[N:15]=[CH:14][C:13]([C:16]([NH:18][C@@H:19]3[CH2:20][CH2:21][C@H:22]([C:25]([OH:27])=[O:26])[CH2:23][CH2:24]3)=[O:17])=[CH:12][CH:11]=2)[CH:7]=[CH:8][CH:9]=1. (7) Given the reactants COC[O:4][C:5]1[CH:12]=[CH:11][C:10]([CH3:13])=[CH:9][C:6]=1[CH:7]=[O:8].C[C:15]1[CH:22]=[CH:21][CH:20]=[C:19](C)[C:16]=1[CH:17]=O.Cl, predict the reaction product. The product is: [C:5]1([C:17]([C:16]2[CH:15]=[CH:22][CH:21]=[CH:20][CH:19]=2)=[CH:17][C:16]2[CH:19]=[CH:20][C:21]([C:7]([C:6]3[CH:9]=[C:10]([CH3:13])[CH:11]=[CH:12][C:5]=3[OH:4])=[O:8])=[CH:22][CH:15]=2)[CH:12]=[CH:11][CH:10]=[CH:9][CH:6]=1. (8) The product is: [OH:15][CH2:14][C@H:13]1[O:12][C@H:11]2[C@H:7]([N:8]=[C:9]([NH:19][CH2:20][CH2:21][CH3:22])[S:10]2)[C@@H:6]([OH:23])[C@@H:5]1[OH:4]. Given the reactants C([O:4][C@@H:5]1[C@@H:13]([CH2:14][O:15]C(=O)C)[O:12][C@H:11]2[C@H:7]([N:8]=[C:9]([NH:19][CH2:20][CH2:21][CH3:22])[S:10]2)[C@H:6]1[O:23]C(=O)C)(=O)C.C(=O)([O-])[O-].[K+].[K+], predict the reaction product.